This data is from Full USPTO retrosynthesis dataset with 1.9M reactions from patents (1976-2016). The task is: Predict the reactants needed to synthesize the given product. (1) The reactants are: [Cl:1][C:2]1[CH:14]=[CH:13][C:5]2[N:6]([CH2:9][C:10](O)=[O:11])[N:7]=[N:8][C:4]=2[C:3]=1[O:15][C:16]1[CH:21]=[C:20]([C:22]#[N:23])[CH:19]=[C:18]([Cl:24])[CH:17]=1.C(Cl)(=O)C(Cl)=O.[F:31][C:32]([F:41])([F:40])[C:33]1[CH:34]=[N:35][CH:36]=[CH:37][C:38]=1[NH2:39]. Given the product [Cl:1][C:2]1[CH:14]=[CH:13][C:5]2[N:6]([CH2:9][C:10]([NH:39][C:38]3[CH:37]=[CH:36][N:35]=[CH:34][C:33]=3[C:32]([F:41])([F:31])[F:40])=[O:11])[N:7]=[N:8][C:4]=2[C:3]=1[O:15][C:16]1[CH:21]=[C:20]([C:22]#[N:23])[CH:19]=[C:18]([Cl:24])[CH:17]=1, predict the reactants needed to synthesize it. (2) Given the product [C:12]([C:11]1[CH:14]=[CH:15][C:8]([N:39]2[CH2:40][C@H:41]([C:42]3[CH:47]=[CH:46][CH:45]=[CH:44][CH:43]=3)[C@@H:37]([CH2:36][N:28]([C@@H:26]([C:16]3[C:25]4[C:20](=[CH:21][CH:22]=[CH:23][CH:24]=4)[CH:19]=[CH:18][CH:17]=3)[CH3:27])[C:29](=[O:35])[O:30][C:31]([CH3:34])([CH3:33])[CH3:32])[CH2:38]2)=[CH:9][CH:10]=1)#[N:13], predict the reactants needed to synthesize it. The reactants are: C(=O)([O-])[O-].[K+].[K+].F[C:8]1[CH:15]=[CH:14][C:11]([C:12]#[N:13])=[CH:10][CH:9]=1.[C:16]1([C@H:26]([N:28]([CH2:36][C@@H:37]2[C@@H:41]([C:42]3[CH:47]=[CH:46][CH:45]=[CH:44][CH:43]=3)[CH2:40][NH:39][CH2:38]2)[C:29](=[O:35])[O:30][C:31]([CH3:34])([CH3:33])[CH3:32])[CH3:27])[C:25]2[C:20](=[CH:21][CH:22]=[CH:23][CH:24]=2)[CH:19]=[CH:18][CH:17]=1.CS(C)=O. (3) Given the product [CH2:2]1[C:42]2[C:37](=[CH:38][CH:39]=[C:40]([NH:46][C:2]3[N:7]=[C:6]([C:8]4[C:9]([C:17]5[CH:18]=[C:19]([NH:23][C:24](=[O:33])[C:25]6[CH:30]=[CH:29][CH:28]=[CH:27][CH:26]=6)[CH:20]=[CH:21][CH:22]=5)=[N:10][N:11]5[CH:16]=[CH:15][CH:14]=[CH:13][C:12]=45)[CH:5]=[CH:4][N:3]=3)[CH:41]=2)[CH2:5][CH2:4][NH:3]1, predict the reactants needed to synthesize it. The reactants are: Cl[C:2]1[N:7]=[C:6]([C:8]2[C:9]([C:17]3[CH:18]=[C:19]([NH:23][C:24](=[O:33])[C:25]4[C:30](F)=[CH:29][CH:28]=[CH:27][C:26]=4F)[CH:20]=[CH:21][CH:22]=3)=[N:10][N:11]3[CH:16]=[CH:15][CH:14]=[CH:13][C:12]=23)[CH:5]=[CH:4][N:3]=1.CC1C(C)=N[C:42]2[C:37](=[CH:38][CH:39]=[C:40]([NH2:46])[CH:41]=2)N=1.